This data is from Experimentally validated miRNA-target interactions with 360,000+ pairs, plus equal number of negative samples. The task is: Binary Classification. Given a miRNA mature sequence and a target amino acid sequence, predict their likelihood of interaction. (1) The miRNA is hsa-miR-4495 with sequence AAUGUAAACAGGCUUUUUGCU. The protein sequence of the target gene is MASMGLQVMGIALAVLGWLAVMLCCALPMWRVTAFIGSNIVTSQTIWEGLWMNCVVQSTGQMQCKVYDSLLALPQDLQAARALVIISIIVAALGVLLSVVGGKCTNCLEDESAKAKTMIVAGVVFLLAGLMVIVPVSWTAHNIIQDFYNPLVASGQKREMGASLYVGWAASGLLLLGGGLLCCNCPPRTDKPYSAKYSAARSAAASNYV. Result: 1 (interaction). (2) The miRNA is mmu-miR-697 with sequence AACAUCCUGGUCCUGUGGAGA. The protein sequence of the target gene is MMMMSLNSKQAFSMPHAGSLHVEPKYSALHSASPGSSAPAAPSASSPSSSSNAGGGGGGGGGGGGGGRSSSSSSSGSGGSGGGGGSEAMRRACLPTPPSNIFGGLDESLLARAEALAAVDIVSQSKSHHHHPPHHSPFKPDATYHTMNTIPCTSAASSSSVPISHPSALAGTHHHHHHHHHHHHQPHQALEGELLEHLSPGLALGAMAGPDGTVVSTPAHAPHMATMNPMHQAALSMAHAHGLPSHMGCMSDVDADPRDLEAFAERFKQRRIKLGVTQADVGSALANLKIPGVGSLSQST.... Result: 0 (no interaction). (3) The miRNA is mmu-miR-466h-5p with sequence UGUGUGCAUGUGCUUGUGUGUA. The protein sequence of the target gene is MTADKEKKRSSSELRKEKSRDAARCRRSKETEVFYELAHELPLPHSVSSHLDKASIMRLAISFLRTHKLLSSVCSENESEAEADQQMDNLYLKALEGFIAVVTQDGDMIFLSENISKFMGLTQVELTGHSIFDFTHPCDHEEIRENLTLKNGSGFGKKSKDVSTERDFFMRMKCTVTNRGRTVNLKSATWKVLHCTGQVRVYNNCPPHSSLCGSKEPLLSCLIIMCEPIQHPSHMDIPLDSKTFLSRHSMDMKFTYCDDRILELIGYHPEELLGRSAYEFYHALDSENMTKSHQNLCTKG.... Result: 1 (interaction). (4) The miRNA is hsa-miR-200b-3p with sequence UAAUACUGCCUGGUAAUGAUGA. The protein sequence of the target gene is MKGSNRNKDHSAEGEGVGKRPKRKCLQWHPLLAKKLLDFSEEEEEEDEEEDIDKVQLLGADGLEQDVGETEDDESPEQRARRPMNAFLLFCKRHRSLVRQEHPRLDNRGATKILADWWAVLDPKEKQKYTDMAKEYKDAFMKANPGYKWCPTTNKPVKSPTPTVNPRKKLWAFPSDSSRDLPSPKKAKTEEMPQLNFGMADPTQMGGLSMLLLAGEHALGTPEVSSGTCRPDVSESPELRQKSPLFQFAEISSSTSHSDASTKQCQTSALFQFAEISSNTSQLGGAEPVKRCGKSALFQL.... Result: 1 (interaction). (5) The miRNA is hsa-miR-4764-5p with sequence UGGAUGUGGAAGGAGUUAUCU. The protein sequence of the target gene is MAAGGGGSCDPLAPAGVPCAFSPHSQAYFALASTDGHLRVWETANNRLHQEYVPSAHLSGTCTCLAWAPARLQAKESPQRKKRKSEAVGMSNQTDLLALGTAVGSILLYSTVKGELHSKLISGGHDNRVNCIQWHQDSGCLYSCSDDKHIVEWNVQTCKVKCKWKGDNSSVSSLCISPDGKMLLSAGRTIKLWVLETKEVYRHFTGHATPVSSLMFTTIRPPNESQPFDGITGLYFLSGAVHDRLLNVWQVRSENKEKSAVMSFTVTDEPVYIDLTLSENKEEPVKLAVVCRDGQVHLFE.... Result: 0 (no interaction). (6) Result: 0 (no interaction). The miRNA is rno-miR-30a-3p with sequence CUUUCAGUCGGAUGUUUGCAGC. The protein sequence of the target gene is MATAASNPYLPGNSLLTAGSIVHSDAAGAGGGGGGGGGGGGGAGGGGGGMQPGSAAVTSGAYRGDPSSVKMVQSDFMQGAMAASNGGHMLSHAHQWVTALPHAAAAAAAAAAAAVEASSPWSGSAVGMAGSPQQPPQPPPPPPQGPDVKGGAGREDLHAGTALHHRGPPHLGPPPPPPHQGHPGGWGAAAAAAAAAAAAAAAAHLPSMAGGQQPPPQSLLYSQPGGFTVNGMLSAPPGPGGGGGGAGGGAQSLVHPGLVRGDTPELAEHHHHHHHHAHPHPPHPHHAQGPPHHGGGGAGP.... (7) The miRNA is cel-miR-392-3p with sequence UAUCAUCGAUCACGUGUGAUGA. The protein sequence of the target gene is MRGPGTAASHSPLGLCALVLALLGALPTDTRAQPYHGEKGISVPDHGFCQPISIPLCTDIAYNQTILPNLLGHTNQEDAGLEVHQFYPLVKVQCSPELRFFLCSMYAPVCTVLDQAIPPCRSLCERARQGCEALMNKFGFQWPERLRCENFPVHGAGEICVGQNTSDGSGGAGGSPTAYPTAPYLPDPPFTAMSPSDGRGRLSFPFSCPRQLKVPPYLGYRFLGERDCGAPCEPGRANGLMYFKEEERRFARLWVGVWSVLCCASTLFTVLTYLVDMRRFSYPERPIIFLSGCYFMVAVA.... Result: 0 (no interaction).